Dataset: hERG potassium channel inhibition data for cardiac toxicity prediction from Karim et al.. Task: Regression/Classification. Given a drug SMILES string, predict its toxicity properties. Task type varies by dataset: regression for continuous values (e.g., LD50, hERG inhibition percentage) or binary classification for toxic/non-toxic outcomes (e.g., AMES mutagenicity, cardiotoxicity, hepatotoxicity). Dataset: herg_karim. The molecule is O=S(=O)(c1cccc(F)c1)c1ccc2c3c(oc2c1)CNCC3. The result is 1 (blocker).